Dataset: Forward reaction prediction with 1.9M reactions from USPTO patents (1976-2016). Task: Predict the product of the given reaction. (1) Given the reactants OCCN1C=NC(C2C=CC(C3C=NN4C=CC(N5[C@@H](C(C)C)COC5=O)=NC=34)=CC=2)=N1.[OH:33][CH2:34][CH2:35][N:36]1[C:40]([C:41]2[CH:46]=[CH:45][C:44]([C:47]3[CH:48]=[N:49][N:50]4[CH:55]=[CH:54][C:53]([N:56]5[CH:60]([CH:61]([CH3:63])[CH3:62])[CH2:59][O:58][C:57]5=[O:64])=[N:52][C:51]=34)=[CH:43][CH:42]=2)=[N:39][CH:38]=[N:37]1, predict the reaction product. The product is: [OH:33][CH2:34][CH2:35][N:36]1[C:40]([C:41]2[CH:46]=[CH:45][C:44]([C:47]3[CH:48]=[N:49][N:50]4[CH:55]=[CH:54][C:53]([N:56]5[C@@H:60]([CH:61]([CH3:62])[CH3:63])[CH2:59][O:58][C:57]5=[O:64])=[N:52][C:51]=34)=[CH:43][CH:42]=2)=[N:39][CH:38]=[N:37]1. (2) Given the reactants [OH:1][C:2]1[CH2:3][C:4]([CH2:12][CH2:13][C:14]2[N:15]=[C:16]([NH:19][C:20](=[O:22])[CH3:21])[S:17][CH:18]=2)([CH:9]([CH3:11])[CH3:10])[O:5][C:6](=[O:8])[CH:7]=1.[C:23]([C:27]1[CH:32]=[C:31]([CH2:33][OH:34])[C:30]([CH3:35])=[CH:29][C:28]=1[S:36]S(C1C=CC(C)=CC=1)(=O)=O)([CH3:26])([CH3:25])[CH3:24].C(=O)([O-])[O-].[K+].[K+], predict the reaction product. The product is: [C:23]([C:27]1[CH:32]=[C:31]([CH2:33][OH:34])[C:30]([CH3:35])=[CH:29][C:28]=1[S:36][C:7]1[C:6](=[O:8])[O:5][C:4]([CH2:12][CH2:13][C:14]2[N:15]=[C:16]([NH:19][C:20](=[O:22])[CH3:21])[S:17][CH:18]=2)([CH:9]([CH3:11])[CH3:10])[CH2:3][C:2]=1[OH:1])([CH3:26])([CH3:25])[CH3:24]. (3) Given the reactants FC1(F)CCN(C(C2NC3C(C=2)=CC(OC2CCN(C(C)C)CC2)=CC=3)=O)CC1.Cl.ClC1C=C2C(C=C(C(O)=O)N2)=CC=1OC1CCN(C(C)C)CC1.[Cl:54][C:55]1[CH:63]=[C:62]2[C:58]([CH:59]=[C:60]([C:70]([N:72]3[CH2:77][CH2:76][C:75]([F:79])([F:78])[CH2:74][CH2:73]3)=[O:71])[N:61]2C2C=NC=NC=2)=[CH:57][C:56]=1[O:80][CH:81]1[CH2:86][CH2:85][N:84]([CH:87]([CH3:89])[CH3:88])[CH2:83][CH2:82]1, predict the reaction product. The product is: [Cl:54][C:55]1[CH:63]=[C:62]2[C:58]([CH:59]=[C:60]([C:70]([N:72]3[CH2:77][CH2:76][C:75]([F:78])([F:79])[CH2:74][CH2:73]3)=[O:71])[NH:61]2)=[CH:57][C:56]=1[O:80][CH:81]1[CH2:82][CH2:83][N:84]([CH:87]([CH3:89])[CH3:88])[CH2:85][CH2:86]1. (4) Given the reactants [C:1]1([S:7](Cl)(=[O:9])=[O:8])[CH:6]=[CH:5][CH:4]=[CH:3][CH:2]=1.[N+:11]([C:14]1[CH:15]=[C:16]([CH:18]=[CH:19][CH:20]=1)[NH2:17])([O-:13])=[O:12].Cl, predict the reaction product. The product is: [N+:11]([C:14]1[CH:15]=[C:16]([NH:17][S:7]([C:1]2[CH:6]=[CH:5][CH:4]=[CH:3][CH:2]=2)(=[O:9])=[O:8])[CH:18]=[CH:19][CH:20]=1)([O-:13])=[O:12]. (5) Given the reactants C([O-])([O-])=O.[K+].[K+].[CH2:7]([O:9][C:10](=[O:32])[C:11]1([CH2:31][CH2:30][CH2:29][CH2:28]1)[NH:12]S(C1C=C2C(C(Cl)=CN=C2Cl)=CC=1)(=O)=O)[CH3:8].BrCCOC1CCCCO1.[I-].[Na+], predict the reaction product. The product is: [CH2:7]([O:9][C:10](=[O:32])[C:11]1([CH2:31][CH2:30][CH2:29][CH2:28]1)[NH2:12])[CH3:8]. (6) Given the reactants [CH2:1]([O:4][C:5]1[CH:13]=[C:12]([O:14][CH2:15][CH:16]=[CH2:17])[C:11]([CH2:18][C:19]#[C:20][CH3:21])=[CH:10][C:6]=1[C:7]([OH:9])=O)[CH:2]=[CH2:3].[N:22]1([CH2:28][C:29]2[CH:34]=[CH:33][C:32]([NH2:35])=[CH:31][CH:30]=2)[CH2:27][CH2:26][O:25][CH2:24][CH2:23]1.O.ON1C2C=CC=CC=2N=N1.Cl.C(N=C=NCCCN(C)C)C, predict the reaction product. The product is: [CH2:1]([O:4][C:5]1[CH:13]=[C:12]([O:14][CH2:15][CH:16]=[CH2:17])[C:11]([CH2:18][C:19]#[C:20][CH3:21])=[CH:10][C:6]=1[C:7]([NH:35][C:32]1[CH:31]=[CH:30][C:29]([CH2:28][N:22]2[CH2:23][CH2:24][O:25][CH2:26][CH2:27]2)=[CH:34][CH:33]=1)=[O:9])[CH:2]=[CH2:3]. (7) Given the reactants [CH3:1][N:2]1[CH2:7][CH2:6][CH2:5][CH2:4][CH:3]1[CH2:8][OH:9].O[C:11]1[CH:12]=[C:13]2[C:18](=[CH:19][CH:20]=1)[CH:17]=[C:16]([C:21]1[C:29]3[C:24](=[CH:25][CH:26]=[C:27]([C:30]#[N:31])[CH:28]=3)[N:23]([CH:32]3[CH2:37][CH2:36][CH2:35][CH2:34][O:33]3)[N:22]=1)[CH:15]=[CH:14]2.N(C(OC(C)C)=O)=NC(OC(C)C)=O.C1(P(C2C=CC=CC=2)C2C=CC=CC=2)C=CC=CC=1, predict the reaction product. The product is: [CH3:1][N:2]1[CH2:7][CH2:6][CH2:5][CH2:4][CH:3]1[CH2:8][O:9][C:11]1[CH:12]=[C:13]2[C:18](=[CH:19][CH:20]=1)[CH:17]=[C:16]([C:21]1[C:29]3[C:24](=[CH:25][CH:26]=[C:27]([C:30]#[N:31])[CH:28]=3)[N:23]([CH:32]3[CH2:37][CH2:36][CH2:35][CH2:34][O:33]3)[N:22]=1)[CH:15]=[CH:14]2.